Dataset: Catalyst prediction with 721,799 reactions and 888 catalyst types from USPTO. Task: Predict which catalyst facilitates the given reaction. (1) Reactant: [CH2:1]([O:8][C:9]1[CH:14]=[CH:13][C:12]([N:15]2[C:19]3=[N:20][CH:21]=[CH:22][CH:23]=[C:18]3[NH:17][C:16]2=[O:24])=[CH:11][CH:10]=1)[C:2]1[CH:7]=[CH:6][CH:5]=[CH:4][CH:3]=1.[H-].[Na+].I[CH2:28][CH3:29].[Cl-].[Cl-].[Ca+2]. Product: [CH2:1]([O:8][C:9]1[CH:10]=[CH:11][C:12]([N:15]2[C:19]3=[N:20][CH:21]=[CH:22][CH:23]=[C:18]3[N:17]([CH2:28][CH3:29])[C:16]2=[O:24])=[CH:13][CH:14]=1)[C:2]1[CH:7]=[CH:6][CH:5]=[CH:4][CH:3]=1. The catalyst class is: 121. (2) Reactant: C(O)(=O)C(C(C(O)=O)O)O.[CH2:11]([O:18][CH2:19][C@H:20]1[CH2:25][CH2:24][C@H:23]([C@H:26]2[CH2:30][CH2:29][CH2:28][NH:27]2)[CH2:22][CH2:21]1)[C:12]1[CH:17]=[CH:16][CH:15]=[CH:14][CH:13]=1. Product: [CH2:11]([O:18][CH2:19][C@H:20]1[CH2:25][CH2:24][C@H:23]([C@H:26]2[CH2:30][CH2:29][CH2:28][NH:27]2)[CH2:22][CH2:21]1)[C:12]1[CH:17]=[CH:16][CH:15]=[CH:14][CH:13]=1. The catalyst class is: 74. (3) The catalyst class is: 11. Reactant: [Cl:1][C:2]1[C:3]([CH2:8]O)=[N:4][CH:5]=[CH:6][N:7]=1.CN(C)C=O.S(Cl)([Cl:17])=O.C(=O)([O-])[O-].[Na+].[Na+]. Product: [Cl:1][C:2]1[C:3]([CH2:8][Cl:17])=[N:4][CH:5]=[CH:6][N:7]=1. (4) Reactant: C(OC(=O)[NH:7][C@H:8]1[CH2:13][C@@H:12]([N:14]2[CH2:21][C:20]3[C:16](=[N:17][N:18]([S:22]([CH:25]4[CH2:27][CH2:26]4)(=[O:24])=[O:23])[CH:19]=3)[CH2:15]2)[CH2:11][O:10][C@@H:9]1[C:28]1[CH:33]=[C:32]([F:34])[C:31]([F:35])=[CH:30][C:29]=1[F:36])(C)(C)C.[F:38][C:39]([F:44])([F:43])[C:40]([OH:42])=[O:41]. Product: [F:38][C:39]([F:44])([F:43])[C:40]([OH:42])=[O:41].[F:36][C:29]1[CH:30]=[C:31]([F:35])[C:32]([F:34])=[CH:33][C:28]=1[C@@H:9]1[C@@H:8]([NH2:7])[CH2:13][C@@H:12]([N:14]2[CH2:21][C:20]3[C:16](=[N:17][N:18]([S:22]([CH:25]4[CH2:27][CH2:26]4)(=[O:24])=[O:23])[CH:19]=3)[CH2:15]2)[CH2:11][O:10]1. The catalyst class is: 4. (5) Reactant: [Cl:1][C:2]1[C:3]([CH:12]([CH2:22][CH3:23])[CH2:13][NH:14]C(=O)OC(C)(C)C)=[N:4][CH:5]=[C:6]([C:8]([F:11])([F:10])[F:9])[CH:7]=1.FC(F)(F)C(O)=O. Product: [ClH:1].[Cl:1][C:2]1[C:3]([CH:12]([CH2:22][CH3:23])[CH2:13][NH2:14])=[N:4][CH:5]=[C:6]([C:8]([F:11])([F:9])[F:10])[CH:7]=1. The catalyst class is: 4. (6) Product: [C:7]([O:11][C:12](=[O:13])[NH:4][CH2:3][C:2]([NH2:6])([CH3:5])[CH3:1])([CH3:10])([CH3:9])[CH3:8]. Reactant: [CH3:1][C:2]([NH2:6])([CH3:5])[CH2:3][NH2:4].[C:7]([O:11][C:12](O[C:12]([O:11][C:7]([CH3:10])([CH3:9])[CH3:8])=[O:13])=[O:13])([CH3:10])([CH3:9])[CH3:8]. The catalyst class is: 4. (7) Reactant: [CH:1](=O)[C:2]1[CH:7]=[CH:6][C:5]([O:8][CH3:9])=[CH:4][CH:3]=1.[NH2:11][C@@H:12]([CH2:14][OH:15])[CH3:13].[BH4-].[Na+].O. Product: [CH3:9][O:8][C:5]1[CH:6]=[CH:7][C:2]([CH2:1][NH:11][C@H:12]([CH3:13])[CH2:14][OH:15])=[CH:3][CH:4]=1. The catalyst class is: 5. (8) Reactant: [OH:1][C:2]1[CH:7]=[CH:6][C:5]([CH:8]=[CH:9][C:10](=[O:12])[CH3:11])=[CH:4][CH:3]=1.[Cl:13][C:14]1[CH:28]=[C:27]([O:29][CH2:30][CH:31]=[C:32]([Cl:34])[Cl:33])[CH:26]=[C:25]([Cl:35])[C:15]=1[O:16][CH2:17][CH2:18][CH2:19]OS(C)(=O)=O.C(=O)([O-])[O-].[K+].[K+].O. Product: [Cl:13][C:14]1[CH:28]=[C:27]([O:29][CH2:30][CH:31]=[C:32]([Cl:34])[Cl:33])[CH:26]=[C:25]([Cl:35])[C:15]=1[O:16][CH2:17][CH2:18][CH2:19][O:1][C:2]1[CH:3]=[CH:4][C:5]([CH:8]=[CH:9][C:10](=[O:12])[CH3:11])=[CH:6][CH:7]=1. The catalyst class is: 9.